This data is from Catalyst prediction with 721,799 reactions and 888 catalyst types from USPTO. The task is: Predict which catalyst facilitates the given reaction. (1) Reactant: [CH2:1]([S:4][C:5]1[N:10]=[N:9][C:8]([NH2:11])=[CH:7][CH:6]=1)[CH2:2][CH3:3].Br[CH2:13][C:14]([C:16]1[CH:21]=[CH:20][C:19]([O:22][CH2:23][CH2:24][O:25][CH3:26])=[CH:18][CH:17]=1)=O.C(=O)([O-])O.[Na+]. Product: [CH3:26][O:25][CH2:24][CH2:23][O:22][C:19]1[CH:18]=[CH:17][C:16]([C:14]2[N:11]=[C:8]3[CH:7]=[CH:6][C:5]([S:4][CH2:1][CH2:2][CH3:3])=[N:10][N:9]3[CH:13]=2)=[CH:21][CH:20]=1. The catalyst class is: 8. (2) Reactant: [C:1]([O:5][C:6](=[O:12])[C:7]([CH3:11])([CH3:10])[CH2:8][OH:9])([CH3:4])([CH3:3])[CH3:2].[H-].[Na+].[N+](C1C=CC([O:24][C:25]([N:27]2[C:36]3[C:31](=[CH:32][C:33]([C:37]([F:40])([F:39])[F:38])=[CH:34][CH:35]=3)[C@@H:30]([NH:41][C:42]3[CH:47]=[CH:46][C:45]([N:48]4[CH2:53][CH2:52][O:51][CH2:50][CH2:49]4)=[CH:44][N:43]=3)[CH2:29][C@H:28]2[CH2:54][CH3:55])=O)=CC=1)([O-])=O.C(=O)([O-])O.[Na+]. Product: [C:1]([O:5][C:6]([C:7]([CH3:11])([CH3:10])[CH2:8][O:9][C:25]([N:27]1[C:36]2[C:31](=[CH:32][C:33]([C:37]([F:40])([F:38])[F:39])=[CH:34][CH:35]=2)[C@@H:30]([NH:41][C:42]2[CH:47]=[CH:46][C:45]([N:48]3[CH2:49][CH2:50][O:51][CH2:52][CH2:53]3)=[CH:44][N:43]=2)[CH2:29][C@H:28]1[CH2:54][CH3:55])=[O:24])=[O:12])([CH3:4])([CH3:2])[CH3:3]. The catalyst class is: 54. (3) Reactant: C(O)(C(F)(F)F)=O.[Cl:8][C:9]1[CH:10]=[CH:11][C:12]([CH2:31][N:32]2[CH2:35][C:34]([F:37])([F:36])[CH2:33]2)=[C:13]([CH:30]=1)[CH2:14][NH:15][C:16](=[O:29])[C@@H:17]1[CH2:21][CH2:20][CH2:19][N:18]1C(OC(C)(C)C)=O. Product: [Cl:8][C:9]1[CH:10]=[CH:11][C:12]([CH2:31][N:32]2[CH2:33][C:34]([F:37])([F:36])[CH2:35]2)=[C:13]([CH:30]=1)[CH2:14][NH:15][C:16](=[O:29])[C@@H:17]1[CH2:21][CH2:20][CH2:19][NH:18]1. The catalyst class is: 2. (4) Reactant: [NH2:1][C:2]1[N:7]=[C:6]([NH2:8])[C:5]([OH:9])=[C:4]([CH2:10][CH3:11])[N:3]=1.O.[OH-].[Li+].Br[CH2:16][CH2:17][CH2:18][N:19]1[C:27]2[C:22](=[CH:23][CH:24]=[CH:25][CH:26]=2)[CH:21]=[CH:20]1. Product: [NH2:1][C:2]1[N:7]=[C:6]([NH2:8])[C:5]([O:9][CH2:16][CH2:17][CH2:18][N:19]2[C:27]3[C:22](=[CH:23][CH:24]=[CH:25][CH:26]=3)[CH:21]=[CH:20]2)=[C:4]([CH2:10][CH3:11])[N:3]=1. The catalyst class is: 174.